Predict the reactants needed to synthesize the given product. From a dataset of Full USPTO retrosynthesis dataset with 1.9M reactions from patents (1976-2016). (1) Given the product [CH:13]1([N:18]2[C:26]3[C:21](=[CH:22][C:23]([O:27][C:2]4[N:3]=[C:4]([OH:12])[C:5]5[CH:11]=[CH:10][N:9]=[CH:8][C:6]=5[N:7]=4)=[CH:24][CH:25]=3)[CH:20]=[CH:19]2)[CH2:14][CH2:15][CH2:16][CH2:17]1, predict the reactants needed to synthesize it. The reactants are: Cl[C:2]1[N:3]=[C:4]([OH:12])[C:5]2[CH:11]=[CH:10][N:9]=[CH:8][C:6]=2[N:7]=1.[CH:13]1([N:18]2[C:26]3[C:21](=[CH:22][C:23]([OH:27])=[CH:24][CH:25]=3)[CH:20]=[CH:19]2)[CH2:17][CH2:16][CH2:15][CH2:14]1. (2) Given the product [NH2:16][C@@H:11]1[C@H:10]([NH:9][C:6]2[CH:5]=[C:4]([NH:24][C:25]3[S:29][N:28]=[C:27]([CH3:30])[CH:26]=3)[C:3]([C:1]([NH2:2])=[O:31])=[N:8][CH:7]=2)[CH2:15][CH2:14][O:13][CH2:12]1, predict the reactants needed to synthesize it. The reactants are: [C:1]([C:3]1[N:8]=[CH:7][C:6]([NH:9][C@@H:10]2[CH2:15][CH2:14][O:13][CH2:12][C@@H:11]2[NH:16]C(=O)OC(C)(C)C)=[CH:5][C:4]=1[NH:24][C:25]1[S:29][N:28]=[C:27]([CH3:30])[CH:26]=1)#[N:2].[OH:31]S(O)(=O)=O.